Dataset: Reaction yield outcomes from USPTO patents with 853,638 reactions. Task: Predict the reaction yield, written as a fraction of the theoretical maximum amount of product (1.0 means a 100% yield; for example, 0.34 means a 34% yield). (1) The reactants are [C:1]1([OH:7])[CH:6]=[CH:5][CH:4]=[CH:3][CH:2]=1.CC(C)([O-])C.[Na+].Cl[C:15]1[C:20]([Cl:21])=[CH:19][C:18]([NH2:22])=[C:17]([N+:23]([O-:25])=[O:24])[CH:16]=1.O. The catalyst is CN(C=O)C. The product is [Cl:21][C:20]1[C:15]([O:7][C:1]2[CH:6]=[CH:5][CH:4]=[CH:3][CH:2]=2)=[CH:16][C:17]([N+:23]([O-:25])=[O:24])=[C:18]([NH2:22])[CH:19]=1. The yield is 0.640. (2) The reactants are Cl.[CH3:2][CH:3]1[C:8](=O)[CH:7]2[CH2:10][CH2:11][N:4]1[CH2:5][CH2:6]2.Cl.[NH2:13][OH:14].O.O.O.C([O-])(=O)C.[Na+]. The catalyst is CCO. The product is [CH3:2][CH:3]1[C:8](=[N:13][OH:14])[CH:7]2[CH2:10][CH2:11][N:4]1[CH2:5][CH2:6]2. The yield is 1.00. (3) The reactants are I[C:2]1[C:10]2[C:5](=[CH:6][N:7]=[C:8]([C:11]3[CH:12]=[N:13][CH:14]=[CH:15][CH:16]=3)[CH:9]=2)[N:4]([CH2:17][O:18][CH2:19][CH2:20][Si:21]([CH3:24])([CH3:23])[CH3:22])[N:3]=1.[CH3:25][Sn:26]([CH3:32])([CH3:31])[Sn:26]([CH3:32])([CH3:31])[CH3:25].[Li+].[Cl-]. The catalyst is C1COCC1. The product is [N:13]1[CH:14]=[CH:15][CH:16]=[C:11]([C:8]2[CH:9]=[C:10]3[C:2]([Sn:26]([CH3:32])([CH3:31])[CH3:25])=[N:3][N:4]([CH2:17][O:18][CH2:19][CH2:20][Si:21]([CH3:24])([CH3:23])[CH3:22])[C:5]3=[CH:6][N:7]=2)[CH:12]=1. The yield is 0.870. (4) The reactants are C([O:8][N:9]1[C:15](=[O:16])[N:14]2[CH2:17][C@H:10]1[CH2:11][CH2:12][C@H:13]2[C:18]1[O:22][N:21]=[C:20]([C:23]([NH2:25])=[O:24])[N:19]=1)C1C=CC=CC=1. The catalyst is CO.C1COCC1.[Pd]. The product is [OH:8][N:9]1[C:15](=[O:16])[N:14]2[CH2:17][C@H:10]1[CH2:11][CH2:12][C@H:13]2[C:18]1[O:22][N:21]=[C:20]([C:23]([NH2:25])=[O:24])[N:19]=1. The yield is 0.930.